Dataset: Serine/threonine kinase 33 screen with 319,792 compounds. Task: Binary Classification. Given a drug SMILES string, predict its activity (active/inactive) in a high-throughput screening assay against a specified biological target. (1) The drug is S(=O)(=O)(N1CCC(CC1)C(=O)N1C(CCC1)C(=O)Nc1ccc(OCCCC)cc1)c1ccc(cc1)C. The result is 0 (inactive). (2) The molecule is Oc1cc(/C=C\c2ccc(O)cc2)cc(O)c1. The result is 1 (active). (3) The molecule is Clc1c(cc([N+]([O-])=O)cc1)C(OCC(=O)Nc1ccc(S(=O)(=O)N)cc1)=O. The result is 0 (inactive).